This data is from Peptide-MHC class I binding affinity with 185,985 pairs from IEDB/IMGT. The task is: Regression. Given a peptide amino acid sequence and an MHC pseudo amino acid sequence, predict their binding affinity value. This is MHC class I binding data. (1) The peptide sequence is PHYNNPWNT. The MHC is HLA-A69:01 with pseudo-sequence HLA-A69:01. The binding affinity (normalized) is 0.0847. (2) The peptide sequence is PCPLPHRL. The MHC is H-2-Db with pseudo-sequence H-2-Db. The binding affinity (normalized) is 0. (3) The peptide sequence is GYKEKSKLI. The MHC is H-2-Kd with pseudo-sequence H-2-Kd. The binding affinity (normalized) is 0.193. (4) The peptide sequence is RPANLAFFL. The MHC is HLA-E01:03 with pseudo-sequence HLA-E01:03. The binding affinity (normalized) is 0.337. (5) The peptide sequence is AWLLNILTI. The MHC is HLA-A02:06 with pseudo-sequence HLA-A02:06. The binding affinity (normalized) is 0.697. (6) The peptide sequence is YLMCLSPLM. The MHC is HLA-A02:01 with pseudo-sequence HLA-A02:01. The binding affinity (normalized) is 1.00.